From a dataset of Reaction yield outcomes from USPTO patents with 853,638 reactions. Predict the reaction yield, written as a fraction of the theoretical maximum amount of product (1.0 means a 100% yield; for example, 0.34 means a 34% yield). (1) The reactants are [CH:1]([C:3]1[N:7]([CH3:8])[C:6]2[C:9]([N:13]3[CH2:18][CH2:17][N:16]([C:19]([O:21][C:22]([CH3:25])([CH3:24])[CH3:23])=[O:20])[CH2:15][CH2:14]3)=[CH:10][CH:11]=[CH:12][C:5]=2[N:4]=1)=O.[CH3:26][O:27][C:28]1[CH:33]=[CH:32][C:31]([C@H:34]([NH:36][C@H:37]2[C:46]3[N:45]=[CH:44][CH:43]=[CH:42][C:41]=3[CH2:40][CH2:39][CH2:38]2)[CH3:35])=[CH:30][CH:29]=1.C(O)(=O)C.C(O[BH-](OC(=O)C)OC(=O)C)(=O)C.[Na+]. The catalyst is ClC(Cl)C.ClCCl. The product is [CH3:8][N:7]1[C:6]2[C:9]([N:13]3[CH2:18][CH2:17][N:16]([C:19]([O:21][C:22]([CH3:24])([CH3:23])[CH3:25])=[O:20])[CH2:15][CH2:14]3)=[CH:10][CH:11]=[CH:12][C:5]=2[N:4]=[C:3]1[CH2:1][N:36]([C@@H:34]([C:31]1[CH:30]=[CH:29][C:28]([O:27][CH3:26])=[CH:33][CH:32]=1)[CH3:35])[C@H:37]1[C:46]2[N:45]=[CH:44][CH:43]=[CH:42][C:41]=2[CH2:40][CH2:39][CH2:38]1. The yield is 0.410. (2) The reactants are [CH3:1][N:2]([CH3:25])[C:3]([C:5]1[N:9]([C:10]2[CH:15]=[CH:14][C:13]([O:16][CH3:17])=[CH:12][CH:11]=2)[C:8]([C:18]([O:20][CH2:21][CH3:22])=[O:19])=[C:7]([OH:23])[C:6]=1[OH:24])=[O:4].[C:26](OC(=O)C)(=[O:28])[CH3:27].[CH3:33][C:34]([O-])=[O:35].[Na+]. The catalyst is CCOCC. The product is [C:26]([O:24][C:6]1[C:7]([O:23][C:34](=[O:35])[CH3:33])=[C:8]([C:18]([O:20][CH2:21][CH3:22])=[O:19])[N:9]([C:10]2[CH:11]=[CH:12][C:13]([O:16][CH3:17])=[CH:14][CH:15]=2)[C:5]=1[C:3](=[O:4])[N:2]([CH3:1])[CH3:25])(=[O:28])[CH3:27]. The yield is 0.520. (3) The reactants are [OH:1][CH2:2][C:3]1[CH:4]=[C:5]([OH:9])[CH:6]=[CH:7][CH:8]=1.F[C:11]1[CH:16]=[CH:15][CH:14]=[C:13]([CH3:17])[N:12]=1.C(=O)([O-])[O-].[Cs+].[Cs+]. The catalyst is CS(C)=O. The product is [CH3:17][C:13]1[N:12]=[C:11]([O:9][C:5]2[CH:4]=[C:3]([CH2:2][OH:1])[CH:8]=[CH:7][CH:6]=2)[CH:16]=[CH:15][CH:14]=1. The yield is 0.640. (4) The reactants are [CH:1]1([CH2:4][N:5]2[C:10](=[O:11])[C:9]([CH2:12][CH2:13][CH2:14]OS(C)(=O)=O)=[CH:8][C:7]([C:20]3[CH:25]=[CH:24][C:23]([O:26][CH3:27])=[C:22]([F:28])[CH:21]=3)=[N:6]2)[CH2:3][CH2:2]1.[CH3:29][N:30]1[CH2:35][CH2:34][NH:33][CH2:32][CH2:31]1. No catalyst specified. The product is [CH:1]1([CH2:4][N:5]2[C:10](=[O:11])[C:9]([CH2:12][CH2:13][CH2:14][N:33]3[CH2:34][CH2:35][N:30]([CH3:29])[CH2:31][CH2:32]3)=[CH:8][C:7]([C:20]3[CH:25]=[CH:24][C:23]([O:26][CH3:27])=[C:22]([F:28])[CH:21]=3)=[N:6]2)[CH2:3][CH2:2]1. The yield is 0.620. (5) The reactants are C([O:8][C:9]1[CH:18]=[CH:17][C:12]([O:13][CH2:14][CH2:15][Br:16])=[CH:11][CH:10]=1)C1C=CC=CC=1. The catalyst is C1COCC1.C(O)C.[Pd]. The product is [Br:16][CH2:15][CH2:14][O:13][C:12]1[CH:17]=[CH:18][C:9]([OH:8])=[CH:10][CH:11]=1. The yield is 0.990. (6) The reactants are [Cl:1][C:2]1[C:7]([C:8]2(O)[CH2:11][O:10][CH2:9]2)=[CH:6][N:5]=[C:4]([C:13]#[N:14])[CH:3]=1.CCN(S(F)(F)[F:21])CC. The catalyst is C(Cl)Cl. The product is [Cl:1][C:2]1[C:7]([C:8]2([F:21])[CH2:11][O:10][CH2:9]2)=[CH:6][N:5]=[C:4]([C:13]#[N:14])[CH:3]=1. The yield is 0.910. (7) The reactants are [Cl:1][C:2]1[CH:3]=[CH:4][C:5]([N:13]2[CH2:18][CH2:17][NH:16][CH2:15][CH2:14]2)=[C:6]2[C:11]=1[N:10]=[C:9]([CH3:12])[CH:8]=[CH:7]2.Cl[CH2:20][C:21]([C:23]1[CH:24]=[CH:25][C:26]2[O:31][CH2:30][C:29](=[O:32])[NH:28][C:27]=2[CH:33]=1)=[O:22]. No catalyst specified. The product is [Cl:1][C:2]1[CH:3]=[CH:4][C:5]([N:13]2[CH2:18][CH2:17][N:16]([CH2:20][C:21]([C:23]3[CH:24]=[CH:25][C:26]4[O:31][CH2:30][C:29](=[O:32])[NH:28][C:27]=4[CH:33]=3)=[O:22])[CH2:15][CH2:14]2)=[C:6]2[C:11]=1[N:10]=[C:9]([CH3:12])[CH:8]=[CH:7]2. The yield is 0.460. (8) The reactants are [OH:1][CH:2]([CH3:23])[CH2:3][CH2:4][C:5]1[O:6][C:7]2[C:16]3[CH:15]([CH2:17][CH2:18][NH:19][C:20](=[O:22])[CH3:21])[CH2:14][CH2:13][C:12]=3[CH:11]=[CH:10][C:8]=2[N:9]=1.C[N+]1([O-])CCOCC1.O. The catalyst is C(#N)C. The product is [O:1]=[C:2]([CH3:23])[CH2:3][CH2:4][C:5]1[O:6][C:7]2[C:16]3[CH:15]([CH2:17][CH2:18][NH:19][C:20](=[O:22])[CH3:21])[CH2:14][CH2:13][C:12]=3[CH:11]=[CH:10][C:8]=2[N:9]=1. The yield is 0.310. (9) The reactants are C[Si]([N-][Si](C)(C)C)(C)C.[Li+].F[C:12]1[C:13]([C:18]2[NH:27][C:26](=[O:28])[C:25]3[C:20](=[CH:21][C:22]([O:31][CH3:32])=[CH:23][C:24]=3[O:29][CH3:30])[N:19]=2)=[N:14][CH:15]=[CH:16][CH:17]=1.[N:33]1([CH2:39][CH2:40][NH2:41])[CH2:38][CH2:37][O:36][CH2:35][CH2:34]1. The catalyst is C1COCC1.[NH4+].[Cl-]. The product is [CH3:30][O:29][C:24]1[CH:23]=[C:22]([O:31][CH3:32])[CH:21]=[C:20]2[C:25]=1[C:26](=[O:28])[NH:27][C:18]([C:13]1[C:12]([NH:41][CH2:40][CH2:39][N:33]3[CH2:38][CH2:37][O:36][CH2:35][CH2:34]3)=[CH:17][CH:16]=[CH:15][N:14]=1)=[N:19]2. The yield is 0.200.